This data is from Full USPTO retrosynthesis dataset with 1.9M reactions from patents (1976-2016). The task is: Predict the reactants needed to synthesize the given product. (1) Given the product [CH:1]([N:4]1[C:9](=[O:10])[CH:8]=[CH:7][C:6]([C:11]2[S:15][C:14]([C:16]([NH:34][CH2:33][C:29]3[CH:28]=[N:27][CH:32]=[CH:31][CH:30]=3)=[O:17])=[N:13][C:12]=2[C:21]2[CH:22]=[CH:23][CH:24]=[CH:25][CH:26]=2)=[N:5]1)([CH3:3])[CH3:2], predict the reactants needed to synthesize it. The reactants are: [CH:1]([N:4]1[C:9](=[O:10])[CH:8]=[CH:7][C:6]([C:11]2[S:15][C:14]([C:16](OCC)=[O:17])=[N:13][C:12]=2[C:21]2[CH:26]=[CH:25][CH:24]=[CH:23][CH:22]=2)=[N:5]1)([CH3:3])[CH3:2].[N:27]1[CH:32]=[CH:31][CH:30]=[C:29]([CH2:33][NH2:34])[CH:28]=1. (2) The reactants are: [Cl:1][S:2]([OH:5])(=O)=[O:3].[F:6][C:7]([F:19])([F:18])[C:8]([NH:10][C:11]1[CH:16]=[CH:15][CH:14]=[CH:13][C:12]=1[CH3:17])=[O:9]. Given the product [CH3:17][C:12]1[CH:13]=[C:14]([S:2]([Cl:1])(=[O:5])=[O:3])[CH:15]=[CH:16][C:11]=1[NH:10][C:8](=[O:9])[C:7]([F:6])([F:18])[F:19], predict the reactants needed to synthesize it. (3) Given the product [Br:31][C:6]1[C:7]([NH:11][C:12]2[CH:13]=[C:14]([CH:19]=[CH:20][C:21]=2[CH3:22])[C:15]([NH:17][CH3:18])=[O:16])=[N:8][CH:9]=[N:10][C:5]=1[N:4]([CH2:3][C:2]([CH3:25])([CH3:24])[CH3:1])[CH3:23], predict the reactants needed to synthesize it. The reactants are: [CH3:1][C:2]([CH3:25])([CH3:24])[CH2:3][N:4]([CH3:23])[C:5]1[N:10]=[CH:9][N:8]=[C:7]([NH:11][C:12]2[CH:13]=[C:14]([CH:19]=[CH:20][C:21]=2[CH3:22])[C:15]([NH:17][CH3:18])=[O:16])[CH:6]=1.C(=O)(O)[O-].[Na+].[Br:31]Br. (4) Given the product [Cl:8][C:6]1[CH:5]=[CH:4][C:3]([N:9]2[C:13]3=[N:14][C:15]4[C:20]([Cl:21])=[CH:19][CH:18]=[C:17]([CH:22]([CH2:25][CH3:26])[CH2:23][CH3:24])[C:16]=4[N:12]3[CH2:11][CH2:10]2)=[C:2]([CH:7]=1)[C:28]#[N:29], predict the reactants needed to synthesize it. The reactants are: Br[C:2]1[CH:7]=[C:6]([Cl:8])[CH:5]=[CH:4][C:3]=1[N:9]1[C:13]2=[N:14][C:15]3[C:20]([Cl:21])=[CH:19][CH:18]=[C:17]([CH:22]([CH2:25][CH3:26])[CH2:23][CH3:24])[C:16]=3[N:12]2[CH2:11][CH2:10]1.[Cu][C:28]#[N:29]. (5) Given the product [CH3:1][O:2][C:3]1[CH:8]=[CH:7][C:6]([S:9]([N:13]2[CH2:17][CH2:16][CH2:15][CH2:14]2)(=[O:11])=[O:10])=[CH:5][CH:4]=1, predict the reactants needed to synthesize it. The reactants are: [CH3:1][O:2][C:3]1[CH:8]=[CH:7][C:6]([S:9](Cl)(=[O:11])=[O:10])=[CH:5][CH:4]=1.[NH:13]1[CH2:17][CH2:16][CH2:15][CH2:14]1. (6) The reactants are: [CH2:1]([NH:3][C:4](=[O:17])[C:5]1[C:10]([S:11][C:12]([CH3:15])([CH3:14])[CH3:13])=[CH:9][CH:8]=[CH:7][C:6]=1[F:16])[CH3:2].[OH:18]OS([O-])=O.[K+].S(S([O-])=O)([O-])(=O)=O.[Na+].[Na+]. Given the product [CH3:14][C:12]([S:11]([C:10]1[CH:9]=[CH:8][CH:7]=[C:6]([F:16])[C:5]=1[C:4]([NH:3][CH2:1][CH3:2])=[O:17])=[O:18])([CH3:13])[CH3:15], predict the reactants needed to synthesize it. (7) The reactants are: [C:1]([O:5][C:6]([NH:8][C@@H:9]1[CH2:13][CH2:12][C@@H:11]([C:14]([OH:16])=[O:15])[CH2:10]1)=[O:7])([CH3:4])([CH3:3])[CH3:2].[CH3:17][Si](C=[N+]=[N-])(C)C. Given the product [CH3:17][O:15][C:14]([C@@H:11]1[CH2:12][CH2:13][C@@H:9]([NH:8][C:6]([O:5][C:1]([CH3:4])([CH3:2])[CH3:3])=[O:7])[CH2:10]1)=[O:16], predict the reactants needed to synthesize it. (8) Given the product [Br:25][CH2:26]/[CH:27]=[CH:28]/[CH2:29][N:10]1[C:11]2[CH:16]=[CH:15][CH:14]=[CH:13][C:12]=2[N:8]([C:3]2[CH:4]=[CH:5][CH:6]=[CH:7][C:2]=2[F:1])[S:9]1(=[O:18])=[O:17], predict the reactants needed to synthesize it. The reactants are: [F:1][C:2]1[CH:7]=[CH:6][CH:5]=[CH:4][C:3]=1[N:8]1[C:12]2[CH:13]=[CH:14][CH:15]=[CH:16][C:11]=2[NH:10][S:9]1(=[O:18])=[O:17].C(=O)([O-])[O-].[Cs+].[Cs+].[Br:25][CH2:26]/[CH:27]=[CH:28]/[CH2:29]Br. (9) Given the product [Cl:1][C:2]1[CH:12]=[CH:11][C:5]([O:6][CH2:7][C:8]([N:28]2[CH:29]([CH3:32])[CH2:30][O:31][C@@H:26]([CH2:25][CH2:24][C:21]3[CH:22]=[CH:23][C:18]([F:17])=[CH:19][CH:20]=3)[CH2:27]2)=[O:10])=[C:4]([NH:13][C:14]([NH2:16])=[O:15])[CH:3]=1, predict the reactants needed to synthesize it. The reactants are: [Cl:1][C:2]1[CH:12]=[CH:11][C:5]([O:6][CH2:7][C:8]([OH:10])=O)=[C:4]([NH:13][C:14]([NH2:16])=[O:15])[CH:3]=1.[F:17][C:18]1[CH:23]=[CH:22][C:21]([CH2:24][CH2:25][C@@H:26]2[O:31][CH2:30][CH:29]([CH3:32])[NH:28][CH2:27]2)=[CH:20][CH:19]=1.CCN=C=NCCCN(C)C.C1C=CC2N(O)N=NC=2C=1.CCN(C(C)C)C(C)C. (10) Given the product [NH2:16][C:11]1[CH:12]=[CH:13][CH:14]=[C:15]2[C:10]=1[C:9](=[O:19])[C:8]1([NH:20][C:21]([C:23]3[CH:24]=[N:25][C:26]4[C:31]([CH:32]=3)=[CH:30][CH:29]=[CH:28][CH:27]=4)=[O:22])[C:7]3[CH:33]=[CH:34][C:35]([CH:37]([CH3:39])[CH3:38])=[CH:36][C:6]=3[O:5][C:4]12[OH:3], predict the reactants needed to synthesize it. The reactants are: Cl.O.[OH:3][C:4]12[C:15]3[C:10](=[C:11]([N+:16]([O-])=O)[CH:12]=[CH:13][CH:14]=3)[C:9](=[O:19])[C:8]1([NH:20][C:21]([C:23]1[CH:24]=[N:25][C:26]3[C:31]([CH:32]=1)=[CH:30][CH:29]=[CH:28][CH:27]=3)=[O:22])[C:7]1[CH:33]=[CH:34][C:35]([CH:37]([CH3:39])[CH3:38])=[CH:36][C:6]=1[O:5]2.